From a dataset of Full USPTO retrosynthesis dataset with 1.9M reactions from patents (1976-2016). Predict the reactants needed to synthesize the given product. (1) Given the product [Cl:1][C:2]1[CH:3]=[N:4][C:5]2[N:6]([N:8]=[C:9]([C:11]([N:16]3[CH2:17][CH:18]=[C:19]([C:21]4[CH:26]=[CH:25][CH:24]=[C:23]([C:27]([F:28])([F:29])[F:30])[CH:22]=4)[CH2:20][CH:15]3[CH3:14])=[O:13])[CH:10]=2)[CH:7]=1, predict the reactants needed to synthesize it. The reactants are: [Cl:1][C:2]1[CH:3]=[N:4][C:5]2[N:6]([N:8]=[C:9]([C:11]([OH:13])=O)[CH:10]=2)[CH:7]=1.[CH3:14][CH:15]1[CH2:20][C:19]([C:21]2[CH:26]=[CH:25][CH:24]=[C:23]([C:27]([F:30])([F:29])[F:28])[CH:22]=2)=[CH:18][CH2:17][NH:16]1. (2) Given the product [C:23]([O:27][C:28](=[O:37])[C@@H:29]([NH:30][C:19]([NH:18][C:16]1[CH:17]=[C:12]([C:6]2[NH:7][C:8]3[C:4]([CH:5]=2)=[CH:3][C:2]([F:1])=[C:10]([F:11])[CH:9]=3)[CH:13]=[CH:14][C:15]=1[O:21][CH3:22])=[S:20])[CH2:31][O:32][C:33]([CH3:36])([CH3:35])[CH3:34])([CH3:26])([CH3:24])[CH3:25], predict the reactants needed to synthesize it. The reactants are: [F:1][C:2]1[CH:3]=[C:4]2[C:8](=[CH:9][C:10]=1[F:11])[NH:7][C:6]([C:12]1[CH:13]=[CH:14][C:15]([O:21][CH3:22])=[C:16]([N:18]=[C:19]=[S:20])[CH:17]=1)=[CH:5]2.[C:23]([O:27][C:28](=[O:37])[C@H:29]([CH2:31][O:32][C:33]([CH3:36])([CH3:35])[CH3:34])[NH2:30])([CH3:26])([CH3:25])[CH3:24]. (3) Given the product [CH2:1]([O:3][C:4]1[C:5]([C:12]([F:19])([F:18])[C:13]([O:15][CH2:16][CH3:17])=[O:14])=[N:6][CH:7]=[CH:8][CH:9]=1)[CH3:2], predict the reactants needed to synthesize it. The reactants are: [CH2:1]([O:3][C:4]1[C:5](I)=[N:6][CH:7]=[CH:8][CH:9]=1)[CH3:2].Br[C:12]([F:19])([F:18])[C:13]([O:15][CH2:16][CH3:17])=[O:14].[Cl-].[NH4+]. (4) The reactants are: [NH2:1][C@@H:2]([CH:22]1[CH2:24][CH2:23]1)[C:3]1[N:12]([C:13]2[CH:18]=[CH:17][CH:16]=[C:15]([F:19])[CH:14]=2)[C:11](=[O:20])[C:10]2[C:5](=[CH:6][CH:7]=[CH:8][C:9]=2[F:21])[N:4]=1.[NH2:25][C:26]1[N:31]=[C:30]([NH2:32])[C:29]([C:33]#[N:34])=[C:28](Cl)[N:27]=1.C(N(C(C)C)CC)(C)C. Given the product [NH2:25][C:26]1[N:31]=[C:30]([NH2:32])[C:29]([C:33]#[N:34])=[C:28]([NH:1][CH:2]([CH:22]2[CH2:23][CH2:24]2)[C:3]2[N:12]([C:13]3[CH:18]=[CH:17][CH:16]=[C:15]([F:19])[CH:14]=3)[C:11](=[O:20])[C:10]3[C:5](=[CH:6][CH:7]=[CH:8][C:9]=3[F:21])[N:4]=2)[N:27]=1, predict the reactants needed to synthesize it. (5) Given the product [CH3:18][C:19]1([C:25]([NH:10][C@H:9]2[CH2:8][NH:7][C:6]2=[O:5])=[O:26])[CH2:24][CH2:23][CH2:22][CH2:21][CH2:20]1, predict the reactants needed to synthesize it. The reactants are: C([O-])(=O)C.[O:5]=[C:6]1[C@@H:9]([NH3+:10])[CH2:8][NH:7]1.CCN(CC)CC.[CH3:18][C:19]1([C:25](Cl)=[O:26])[CH2:24][CH2:23][CH2:22][CH2:21][CH2:20]1. (6) Given the product [CH3:24][S:25]([O:14][CH2:13][C:8]1[C:9]([O:11][CH3:12])=[N:10][C:5]([C:1]([CH3:4])([CH3:2])[CH3:3])=[N:6][CH:7]=1)(=[O:27])=[O:26], predict the reactants needed to synthesize it. The reactants are: [C:1]([C:5]1[N:10]=[C:9]([O:11][CH3:12])[C:8]([CH2:13][OH:14])=[CH:7][N:6]=1)([CH3:4])([CH3:3])[CH3:2].CCN(C(C)C)C(C)C.[CH3:24][S:25](Cl)(=[O:27])=[O:26]. (7) Given the product [F:20][CH2:21][CH2:22][NH:23][C:2]1[CH:7]=[CH:6][N:5]2[CH:8]=[C:9]([C:11]3[CH:16]=[CH:15][C:14]([O:17][CH3:18])=[CH:13][CH:12]=3)[N:10]=[C:4]2[CH:3]=1, predict the reactants needed to synthesize it. The reactants are: Br[C:2]1[CH:7]=[CH:6][N:5]2[CH:8]=[C:9]([C:11]3[CH:16]=[CH:15][C:14]([O:17][CH3:18])=[CH:13][CH:12]=3)[N:10]=[C:4]2[CH:3]=1.Cl.[F:20][CH2:21][CH2:22][NH2:23]. (8) Given the product [C:27]1([C:24]2[CH:23]=[C:22]([C:21]3[C:16]([NH2:15])=[N:17][CH:18]=[C:19]([C:33]4[CH:34]=[CH:35][C:36]([S:39]([CH:42]5[CH2:47][CH2:46][CH2:45][NH:44][CH2:43]5)(=[O:41])=[O:40])=[CH:37][CH:38]=4)[N:20]=3)[O:26][N:25]=2)[CH:28]=[CH:29][CH:30]=[CH:31][CH:32]=1, predict the reactants needed to synthesize it. The reactants are: C(O)(C(F)(F)F)=O.C(OC([N:15](C(OC(C)(C)C)=O)[C:16]1[N:17]=[CH:18][C:19]([C:33]2[CH:38]=[CH:37][C:36]([S:39]([CH:42]3[CH2:47][CH2:46][CH2:45][N:44](C(OC(C)(C)C)=O)[CH2:43]3)(=[O:41])=[O:40])=[CH:35][CH:34]=2)=[N:20][C:21]=1[C:22]1[O:26][N:25]=[C:24]([C:27]2[CH:32]=[CH:31][CH:30]=[CH:29][CH:28]=2)[CH:23]=1)=O)(C)(C)C. (9) Given the product [CH3:25][C:20]1([CH3:26])[C:21]([CH3:24])([CH3:23])[O:22][B:18]([C:2]2[CH:3]=[C:4]([N:8]3[CH2:13][CH2:12][CH:11]([NH:14][C:15](=[O:17])[CH3:16])[CH2:10][CH2:9]3)[CH:5]=[CH:6][CH:7]=2)[O:19]1, predict the reactants needed to synthesize it. The reactants are: Br[C:2]1[CH:3]=[C:4]([N:8]2[CH2:13][CH2:12][CH:11]([NH:14][C:15](=[O:17])[CH3:16])[CH2:10][CH2:9]2)[CH:5]=[CH:6][CH:7]=1.[B:18]1([B:18]2[O:22][C:21]([CH3:24])([CH3:23])[C:20]([CH3:26])([CH3:25])[O:19]2)[O:22][C:21]([CH3:24])([CH3:23])[C:20]([CH3:26])([CH3:25])[O:19]1.C(Cl)Cl.C([O-])(=O)C.[K+].